This data is from Full USPTO retrosynthesis dataset with 1.9M reactions from patents (1976-2016). The task is: Predict the reactants needed to synthesize the given product. (1) Given the product [ClH:35].[OH:1][C:2]1[CH:7]=[CH:6][CH:5]=[CH:4][C:3]=1[C:8]1[N:17]=[C:16]([N:18]2[CH2:23][CH2:22][CH2:21][C@@H:20]([CH2:24][NH:25][C:26](=[O:33])[O:27][C@H:28]3[CH2:32][CH2:31][O:30][CH2:29]3)[CH2:19]2)[C:15]2[C:10](=[CH:11][C:12]([CH3:34])=[CH:13][CH:14]=2)[N:9]=1, predict the reactants needed to synthesize it. The reactants are: [OH:1][C:2]1[CH:7]=[CH:6][CH:5]=[CH:4][C:3]=1[C:8]1[N:17]=[C:16]([N:18]2[CH2:23][CH2:22][CH2:21][C@@H:20]([CH2:24][NH:25][C:26](=[O:33])[O:27][C@H:28]3[CH2:32][CH2:31][O:30][CH2:29]3)[CH2:19]2)[C:15]2[C:10](=[CH:11][C:12]([CH3:34])=[CH:13][CH:14]=2)[N:9]=1.[ClH:35]. (2) Given the product [Cl:1][C:2]1[CH:7]=[CH:6][C:5]([C:8]2[C:14]3[CH:15]=[C:16]([OH:19])[CH:17]=[CH:18][C:13]=3[N:12]3[C:21]([CH3:24])=[N:22][N:23]=[C:11]3[C@H:10]([CH2:25][C:26]([OH:28])=[O:27])[N:9]=2)=[CH:4][CH:3]=1, predict the reactants needed to synthesize it. The reactants are: [Cl:1][C:2]1[CH:7]=[CH:6][C:5]([C:8]2[C:14]3[CH:15]=[C:16]([O:19]C)[CH:17]=[CH:18][C:13]=3[N:12]3[C:21]([CH3:24])=[N:22][N:23]=[C:11]3[C@H:10]([CH2:25][C:26]([OH:28])=[O:27])[N:9]=2)=[CH:4][CH:3]=1.B(Br)(Br)Br. (3) Given the product [NH2:11][CH:10]([CH2:9][C:8]1[CH:7]=[CH:6][C:5]([C:1]([CH3:4])([CH3:3])[CH3:2])=[CH:24][CH:23]=1)[CH:14]([C:15]1[CH:20]=[CH:19][CH:18]=[C:17]([Cl:21])[CH:16]=1)[OH:13], predict the reactants needed to synthesize it. The reactants are: [C:1]([C:5]1[CH:24]=[CH:23][C:8]([CH2:9][CH:10]2[CH:14]([C:15]3[CH:20]=[CH:19][CH:18]=[C:17]([Cl:21])[CH:16]=3)[O:13]C(=O)[NH:11]2)=[CH:7][CH:6]=1)([CH3:4])([CH3:3])[CH3:2].[OH-].[Na+].O. (4) Given the product [CH2:7]([N:6]([CH3:5])[CH2:4][C@H:2]([OH:3])[CH3:1])[CH:8]=[CH2:9], predict the reactants needed to synthesize it. The reactants are: [CH3:1][C@@H:2]1[CH2:4][O:3]1.[CH3:5][NH:6][CH2:7][CH:8]=[CH2:9].FC(F)(F)S([O-])(=O)=O.[Yb+3].FC(F)(F)S([O-])(=O)=O.FC(F)(F)S([O-])(=O)=O. (5) Given the product [CH2:17]([CH:24]1[CH2:29][CH2:28][N:27]([CH2:7][C:6]2[N:5]([CH3:9])[N:4]([CH:10]3[CH2:15][CH2:14][CH2:13][CH2:12][CH2:11]3)[C:3](=[O:16])[C:2]=2[Br:1])[CH2:26][CH2:25]1)[C:18]1[CH:23]=[CH:22][CH:21]=[CH:20][CH:19]=1, predict the reactants needed to synthesize it. The reactants are: [Br:1][C:2]1[C:3](=[O:16])[N:4]([CH:10]2[CH2:15][CH2:14][CH2:13][CH2:12][CH2:11]2)[N:5]([CH3:9])[C:6]=1[CH2:7]Br.[CH2:17]([CH:24]1[CH2:29][CH2:28][NH:27][CH2:26][CH2:25]1)[C:18]1[CH:23]=[CH:22][CH:21]=[CH:20][CH:19]=1.C(=O)([O-])[O-].[K+].[K+]. (6) Given the product [CH3:23][C:18]1([O:17][C@H:16]([CH3:24])[C@@H:15]([C:25]([O:27][CH3:28])=[O:26])[NH:14][C:12]([C:3]2[C:2]([NH:1][C:30]([NH:29][C:32]3[C:33]([CH3:40])=[CH:34][C:35]([CH3:39])=[CH:36][C:37]=3[CH3:38])=[O:31])=[CH:11][C:10]3[C:5](=[CH:6][CH:7]=[CH:8][CH:9]=3)[CH:4]=2)=[O:13])[CH2:19][CH2:20][CH2:21][CH2:22]1, predict the reactants needed to synthesize it. The reactants are: [NH2:1][C:2]1[C:3]([C:12]([NH:14][C@H:15]([C:25]([O:27][CH3:28])=[O:26])[C@@H:16]([CH3:24])[O:17][C:18]2([CH3:23])[CH2:22][CH2:21][CH2:20][CH2:19]2)=[O:13])=[CH:4][C:5]2[C:10]([CH:11]=1)=[CH:9][CH:8]=[CH:7][CH:6]=2.[N:29]([C:32]1[C:37]([CH3:38])=[CH:36][C:35]([CH3:39])=[CH:34][C:33]=1[CH3:40])=[C:30]=[O:31]. (7) Given the product [Cl:11][C:6]1[N:5]=[CH:4][N:3]=[C:2]([N:22]([CH3:23])[C:19]2[CH:18]=[CH:17][C:16]([S:13]([CH3:12])(=[O:15])=[O:14])=[CH:21][CH:20]=2)[C:7]=1[N+:8]([O-:10])=[O:9], predict the reactants needed to synthesize it. The reactants are: Cl[C:2]1[C:7]([N+:8]([O-:10])=[O:9])=[C:6]([Cl:11])[N:5]=[CH:4][N:3]=1.[CH3:12][S:13]([C:16]1[CH:21]=[CH:20][C:19]([NH:22][CH3:23])=[CH:18][CH:17]=1)(=[O:15])=[O:14].C(N(C(C)C)CC)(C)C. (8) Given the product [Cl:1][C:2]1[CH:27]=[C:26]([Cl:28])[CH:25]=[CH:24][C:3]=1[O:4][C:5]1[CH:10]=[CH:9][CH:8]=[CH:7][C:6]=1[NH:11][S:12]([C:15]1[CH:16]=[CH:17][C:18]([C:19]([N:40]2[CH2:39][CH2:38][N:37]([CH2:36][CH2:35][N:29]3[CH2:30][CH2:31][CH2:32][CH2:33][CH2:34]3)[CH2:42][CH2:41]2)=[O:21])=[CH:22][CH:23]=1)(=[O:14])=[O:13], predict the reactants needed to synthesize it. The reactants are: [Cl:1][C:2]1[CH:27]=[C:26]([Cl:28])[CH:25]=[CH:24][C:3]=1[O:4][C:5]1[CH:10]=[CH:9][CH:8]=[CH:7][C:6]=1[NH:11][S:12]([C:15]1[CH:23]=[CH:22][C:18]([C:19]([OH:21])=O)=[CH:17][CH:16]=1)(=[O:14])=[O:13].[N:29]1([CH2:35][CH2:36][N:37]2[CH2:42][CH2:41][NH:40][CH2:39][CH2:38]2)[CH2:34][CH2:33][CH2:32][CH2:31][CH2:30]1.